This data is from Catalyst prediction with 721,799 reactions and 888 catalyst types from USPTO. The task is: Predict which catalyst facilitates the given reaction. (1) Reactant: Cl[C:2]1[CH:17]=[CH:16][CH:15]=[C:14]2[C:3]=1[C:4](=[O:18])[C:5]1[C:13]3[C:12]2=[N:11][NH:10][C:9]=3[CH:8]=[CH:7][CH:6]=1.[NH2:19][CH2:20][CH2:21][CH2:22][CH2:23][CH2:24][OH:25]. Product: [OH:25][CH2:24][CH2:23][CH2:22][CH2:21][CH2:20][NH:19][C:2]1[CH:17]=[CH:16][CH:15]=[C:14]2[C:3]=1[C:4](=[O:18])[C:5]1[C:13]3[C:12]2=[N:11][NH:10][C:9]=3[CH:8]=[CH:7][CH:6]=1. The catalyst class is: 17. (2) Reactant: F[P-](F)(F)(F)(F)F.C[N+](C)=[C:10](N(C)C)[O:11][N:12]1[C:16]2N=CC=CC=2N=N1.CCN(C(C)C)C(C)C.[Br:34][C:35]1[CH:36]=[CH:37][C:38]([C:41]([OH:43])=O)=[N:39][CH:40]=1. Product: [Br:34][C:35]1[CH:36]=[CH:37][C:38]([C:41]([N:12]([O:11][CH3:10])[CH3:16])=[O:43])=[N:39][CH:40]=1. The catalyst class is: 3. (3) Reactant: [CH3:1][C:2]1([CH3:14])[C:6]([CH3:8])([CH3:7])[O:5][B:4]([C:9]2[CH:10]=[N:11][NH:12][CH:13]=2)[O:3]1.C(=O)([O-])[O-].[K+].[K+].Br[CH2:22][C:23]([O:25][C:26]([CH3:29])([CH3:28])[CH3:27])=[O:24]. Product: [C:26]([O:25][C:23](=[O:24])[CH2:22][N:12]1[CH:13]=[C:9]([B:4]2[O:5][C:6]([CH3:7])([CH3:8])[C:2]([CH3:14])([CH3:1])[O:3]2)[CH:10]=[N:11]1)([CH3:29])([CH3:28])[CH3:27]. The catalyst class is: 80. (4) Reactant: [CH:1]1[C:13]2[CH:12]([CH2:14][O:15][C:16]([NH:18][C@@H:19]([CH2:23][OH:24])[C:20]([OH:22])=[O:21])=[O:17])[C:11]3[C:6](=[CH:7][CH:8]=[CH:9][CH:10]=3)[C:5]=2[CH:4]=[CH:3][CH:2]=1.ClC(Cl)(Cl)C(=N)O[C:29]([C:32]1[CH:37]=[CH:36][C:35]([C:38]([F:41])([F:40])[F:39])=[CH:34][CH:33]=1)([CH3:31])[CH3:30]. Product: [CH:10]1[C:11]2[CH:12]([CH2:14][O:15][C:16]([NH:18][C@@H:19]([CH2:23][OH:24])[C:20]([O:22][C:29]([C:32]3[CH:37]=[CH:36][C:35]([C:38]([F:39])([F:40])[F:41])=[CH:34][CH:33]=3)([CH3:31])[CH3:30])=[O:21])=[O:17])[C:13]3[C:5](=[CH:4][CH:3]=[CH:2][CH:1]=3)[C:6]=2[CH:7]=[CH:8][CH:9]=1. The catalyst class is: 1. (5) Reactant: Cl.[CH3:2][S:3]([C:6]1[CH:11]=[CH:10][C:9]([C:12]2[CH:13]=[CH:14][C:15]([O:18][CH2:19][CH:20]3[CH2:25][CH2:24][NH:23][CH2:22][CH2:21]3)=[N:16][CH:17]=2)=[CH:8][CH:7]=1)(=[O:5])=[O:4].[CH3:26][C:27]1([O:30][CH2:29]1)[CH3:28].C([O-])([O-])=O.[K+].[K+]. Product: [CH3:26][C:27]([OH:30])([CH3:29])[CH2:28][N:23]1[CH2:24][CH2:25][CH:20]([CH2:19][O:18][C:15]2[CH:14]=[CH:13][C:12]([C:9]3[CH:10]=[CH:11][C:6]([S:3]([CH3:2])(=[O:4])=[O:5])=[CH:7][CH:8]=3)=[CH:17][N:16]=2)[CH2:21][CH2:22]1. The catalyst class is: 88. (6) The catalyst class is: 12. Reactant: C[O:2][C:3]([C:5]1[S:9][C:8]([N:10]2[CH2:15][CH2:14][N:13]([CH2:16][CH2:17][OH:18])[CH2:12][CH2:11]2)=[N:7][CH:6]=1)=O.Cl.[NH2:20][OH:21].C[O-].[Na+].CO.Cl. Product: [OH:21][NH:20][C:3]([C:5]1[S:9][C:8]([N:10]2[CH2:15][CH2:14][N:13]([CH2:16][CH2:17][OH:18])[CH2:12][CH2:11]2)=[N:7][CH:6]=1)=[O:2]. (7) Reactant: [Br:1][C:2]1[C:10]([O:11][CH2:12][CH3:13])=[CH:9][C:5]([C:6]([OH:8])=[O:7])=[CH:4][C:3]=1[O:14][CH2:15][CH3:16].C1N=CN(C(N2C=NC=C2)=O)C=1.[CH3:29][C:30](O)([CH3:32])[CH3:31].C1CCN2C(=NCCC2)CC1. Product: [Br:1][C:2]1[C:10]([O:11][CH2:12][CH3:13])=[CH:9][C:5]([C:6]([O:8][C:30]([CH3:32])([CH3:31])[CH3:29])=[O:7])=[CH:4][C:3]=1[O:14][CH2:15][CH3:16]. The catalyst class is: 3.